This data is from Full USPTO retrosynthesis dataset with 1.9M reactions from patents (1976-2016). The task is: Predict the reactants needed to synthesize the given product. (1) Given the product [Br:8][C:6]1[CH:5]=[N:4][CH:3]=[C:2]([C:15]2[CH:16]=[CH:17][C:12]([CH:9]([CH3:11])[CH3:10])=[CH:13][CH:14]=2)[CH:7]=1, predict the reactants needed to synthesize it. The reactants are: Br[C:2]1[CH:3]=[N:4][CH:5]=[C:6]([Br:8])[CH:7]=1.[CH:9]([C:12]1[CH:17]=[CH:16][C:15](B(O)O)=[CH:14][CH:13]=1)([CH3:11])[CH3:10].C(=O)([O-])[O-].[Na+].[Na+]. (2) Given the product [Br:1][C:2]1[CH:7]=[CH:6][C:5]([N:8]2[C:12](=[O:13])[N:11]([C:17]([C:18]3[CH:23]=[CH:22][CH:21]=[CH:20][CH:19]=3)([C:30]3[CH:31]=[CH:32][CH:33]=[CH:34][CH:35]=3)[C:24]3[CH:25]=[CH:26][CH:27]=[CH:28][CH:29]=3)[N:10]=[CH:9]2)=[C:4]([F:14])[CH:3]=1, predict the reactants needed to synthesize it. The reactants are: [Br:1][C:2]1[CH:7]=[CH:6][C:5]([N:8]2[C:12](=[O:13])[NH:11][N:10]=[CH:9]2)=[C:4]([F:14])[CH:3]=1.[H-].[Na+].[C:17](Cl)([C:30]1[CH:35]=[CH:34][CH:33]=[CH:32][CH:31]=1)([C:24]1[CH:29]=[CH:28][CH:27]=[CH:26][CH:25]=1)[C:18]1[CH:23]=[CH:22][CH:21]=[CH:20][CH:19]=1. (3) Given the product [ClH:25].[ClH:25].[C:1]12([CH2:11][C:12]([NH:14][C:15]3[C:24]([Cl:25])=[CH:23][CH:22]=[C:21]4[C:16]=3[CH:17]=[CH:18][C:19]([NH:33][CH2:34][CH2:35][NH:36][CH2:37][CH2:38][OH:39])=[N:20]4)=[O:13])[CH2:10][CH:5]3[CH2:4][CH:3]([CH2:9][CH:7]([CH2:6]3)[CH2:8]1)[CH2:2]2, predict the reactants needed to synthesize it. The reactants are: [C:1]12([CH2:11][C:12]([NH:14][C:15]3[C:24]([Cl:25])=[CH:23][CH:22]=[C:21]4[C:16]=3[CH:17]=[CH:18][C:19](Cl)=[N:20]4)=[O:13])[CH2:10][CH:5]3[CH2:6][CH:7]([CH2:9][CH:3]([CH2:4]3)[CH2:2]1)[CH2:8]2.C(=O)([O-])[O-].[K+].[K+].[NH2:33][CH2:34][CH2:35][NH:36][CH2:37][CH2:38][OH:39]. (4) Given the product [C:18]([O:21][C:22](=[O:23])[NH:1][CH2:2][C:3]1[CH:8]=[CH:7][N:6]=[C:5]([NH2:9])[CH:4]=1)([CH3:20])([CH3:19])[CH3:17], predict the reactants needed to synthesize it. The reactants are: [NH2:1][CH2:2][C:3]1[CH:8]=[CH:7][N:6]=[C:5]([NH2:9])[CH:4]=1.CCN(CC)CC.[CH3:17][C:18]([O:21][C:22](O[C:22]([O:21][C:18]([CH3:20])([CH3:19])[CH3:17])=[O:23])=[O:23])([CH3:20])[CH3:19]. (5) Given the product [S:28]1[C:24]([NH:6][S:7]([C:10]2[CH:11]=[C:12]3[C:17](=[CH:18][CH:19]=2)[C:16]([C:20]([O:22][CH3:23])=[O:21])=[CH:15][CH:14]=[CH:13]3)(=[O:9])=[O:8])=[N:25][CH:26]=[N:27]1, predict the reactants needed to synthesize it. The reactants are: COC1C=C(OC)C=CC=1C[N:6]([C:24]1[S:28][N:27]=[CH:26][N:25]=1)[S:7]([C:10]1[CH:11]=[C:12]2[C:17](=[CH:18][CH:19]=1)[C:16]([C:20]([O:22][CH3:23])=[O:21])=[CH:15][CH:14]=[CH:13]2)(=[O:9])=[O:8].C(O)(C(F)(F)F)=O. (6) The reactants are: [C:1]([C:3]1[CH:21]=[CH:20][C:6]([O:7][CH2:8][CH2:9][CH:10]2[CH2:12][N:11]2[C:13]([O:15][C:16]([CH3:19])([CH3:18])[CH3:17])=[O:14])=[CH:5][CH:4]=1)#[N:2].[CH2:22]([S:26]([N:29]1[CH2:36][CH:35]2[CH2:37][CH:31]([CH2:32][NH:33][CH2:34]2)[CH2:30]1)(=[O:28])=[O:27])[CH2:23][CH2:24][CH3:25]. Given the product [CH2:22]([S:26]([N:29]1[CH2:30][CH:31]2[CH2:37][CH:35]([CH2:34][N:33]([CH2:12][CH:10]([NH:11][C:13](=[O:14])[O:15][C:16]([CH3:17])([CH3:18])[CH3:19])[CH2:9][CH2:8][O:7][C:6]3[CH:5]=[CH:4][C:3]([C:1]#[N:2])=[CH:21][CH:20]=3)[CH2:32]2)[CH2:36]1)(=[O:28])=[O:27])[CH2:23][CH2:24][CH3:25], predict the reactants needed to synthesize it.